Dataset: Forward reaction prediction with 1.9M reactions from USPTO patents (1976-2016). Task: Predict the product of the given reaction. (1) Given the reactants [Cl:1][C:2]1[NH:3][C:4]([I:8])=[C:5](I)[N:6]=1.S(=O)(=O)(O)O.O.N.[N+:16]([O-])([OH:18])=[O:17], predict the reaction product. The product is: [Cl:1][C:2]1[NH:3][C:4]([I:8])=[C:5]([N+:16]([O-:18])=[O:17])[N:6]=1. (2) The product is: [CH3:1][O:2][C:3]1[CH:4]=[C:5]([C:9]2([C:10]#[N:11])[CH2:14][CH2:13]2)[CH:6]=[CH:7][CH:8]=1. Given the reactants [CH3:1][O:2][C:3]1[CH:4]=[C:5]([CH2:9][C:10]#[N:11])[CH:6]=[CH:7][CH:8]=1.[OH-].[CH2:13]([N+](CCCC)(CCCC)CCCC)[CH2:14]CC.[OH-].[Na+].BrCCBr, predict the reaction product. (3) Given the reactants C[Si]([N-][Si](C)(C)C)(C)C.[Li+].[CH2:11]([C:15]1[CH:20]=[CH:19][C:18]([C:21]#[CH:22])=[CH:17][CH:16]=1)[CH2:12][CH2:13][CH3:14].COB1C2CCCC1CCC2.C1(P(C2CCCCC2)C2C=CC=CC=2C2C(OC)=CC=CC=2OC)CCCCC1.Br[C:64]1[CH:69]=[CH:68][CH:67]=[C:66]([F:70])[C:65]=1[CH2:71][CH2:72][CH3:73], predict the reaction product. The product is: [CH2:11]([C:15]1[CH:16]=[CH:17][C:18]([C:21]#[C:22][C:64]2[CH:69]=[CH:68][CH:67]=[C:66]([F:70])[C:65]=2[CH2:71][CH2:72][CH3:73])=[CH:19][CH:20]=1)[CH2:12][CH2:13][CH3:14]. (4) Given the reactants [Cl:1][C:2]1[CH:3]=[C:4]2[C:9](=[CH:10][C:11]=1[C:12]([N:14]1[CH2:18][CH2:17][CH2:16][CH2:15]1)=[O:13])[N:8]=[CH:7][N:6]=[C:5]2[NH:19][CH:20]([C:26]1[N:30](C(OC(C)(C)C)=O)[C:29]2[CH:38]=[CH:39][C:40]([Cl:42])=[CH:41][C:28]=2[N:27]=1)[CH2:21][CH2:22][C:23](O)=[O:24].[C:43]1([CH:49]([NH2:51])[CH3:50])[CH:48]=[CH:47][CH:46]=[CH:45][CH:44]=1.CN(C(ON1N=NC2C=CC=CC1=2)=[N+](C)C)C.[B-](F)(F)(F)F.FC(F)(F)C(O)=O, predict the reaction product. The product is: [Cl:1][C:2]1[CH:3]=[C:4]2[C:9](=[CH:10][C:11]=1[C:12]([N:14]1[CH2:18][CH2:17][CH2:16][CH2:15]1)=[O:13])[N:8]=[CH:7][N:6]=[C:5]2[NH:19][CH:20]([C:26]1[NH:30][C:29]2[CH:38]=[CH:39][C:40]([Cl:42])=[CH:41][C:28]=2[N:27]=1)[CH2:21][CH2:22][C:23]([NH:51][CH:49]([C:43]1[CH:48]=[CH:47][CH:46]=[CH:45][CH:44]=1)[CH3:50])=[O:24]. (5) Given the reactants FC(F)(F)[C:3]([OH:5])=[O:4].[F:8][C:9]1[CH:14]=[C:13]([N:15]2[CH:19]=[N:18][N:17]=[N:16]2)[CH:12]=[CH:11][C:10]=1[C:20]1[CH:21]=[CH:22][C:23]2[O:27][C:26]([CH:28]3[CH2:33][CH2:32][NH:31][CH2:30][CH2:29]3)=[N:25][C:24]=2[CH:34]=1.[CH3:35][CH2:36][CH:37](O)[CH2:38][CH3:39], predict the reaction product. The product is: [F:8][C:9]1[CH:14]=[C:13]([N:15]2[CH:19]=[N:18][N:17]=[N:16]2)[CH:12]=[CH:11][C:10]=1[C:20]1[CH:21]=[CH:22][C:23]2[O:27][C:26]([CH:28]3[CH2:29][CH2:30][N:31]([C:3]([O:5][CH:37]([CH2:38][CH3:39])[CH2:36][CH3:35])=[O:4])[CH2:32][CH2:33]3)=[N:25][C:24]=2[CH:34]=1. (6) Given the reactants C(N(CC)CC)C.[CH3:8][O:9][C:10]1[CH:11]=[C:12]([OH:20])[C:13](=[CH:18][CH:19]=1)[C:14]([O:16][CH3:17])=[O:15].[F:21][C:22]([F:35])([F:34])[S:23](O[S:23]([C:22]([F:35])([F:34])[F:21])(=[O:25])=[O:24])(=[O:25])=[O:24], predict the reaction product. The product is: [CH3:8][O:9][C:10]1[CH:19]=[CH:18][C:13]([C:14]([O:16][CH3:17])=[O:15])=[C:12]([O:20][S:23]([C:22]([F:35])([F:34])[F:21])(=[O:25])=[O:24])[CH:11]=1.